This data is from Forward reaction prediction with 1.9M reactions from USPTO patents (1976-2016). The task is: Predict the product of the given reaction. (1) Given the reactants Br[C:2]1[CH:7]=[CH:6][C:5]([C:8]([F:11])([F:10])[F:9])=[CH:4][C:3]=1[F:12].CCN(C(C)C)C(C)C.CC1(C)C2C(=C(P(C3C=CC=CC=3)C3C=CC=CC=3)C=CC=2)OC2C(P(C3C=CC=CC=3)C3C=CC=CC=3)=CC=CC1=2.[CH2:64]([CH:66]([CH2:74][CH2:75][CH2:76][CH3:77])[CH2:67][O:68][C:69](=[O:73])[CH2:70][CH2:71][SH:72])[CH3:65], predict the reaction product. The product is: [CH2:64]([CH:66]([CH2:74][CH2:75][CH2:76][CH3:77])[CH2:67][O:68][C:69](=[O:73])[CH2:70][CH2:71][S:72][C:2]1[CH:7]=[CH:6][C:5]([C:8]([F:11])([F:10])[F:9])=[CH:4][C:3]=1[F:12])[CH3:65]. (2) Given the reactants [Br:1][C:2]1[CH:3]=[CH:4][C:5](Cl)=[N:6][CH:7]=1.[NH:9]1[CH2:13][CH2:12][CH2:11][CH2:10]1.C([O-])([O-])=O.[K+].[K+], predict the reaction product. The product is: [Br:1][C:2]1[CH:3]=[CH:4][C:5]([N:9]2[CH2:13][CH2:12][CH2:11][CH2:10]2)=[N:6][CH:7]=1. (3) Given the reactants [Br:1][C:2]1[CH:7]=[CH:6][C:5]([C:8](=O)[CH2:9][S:10][C:11]#[N:12])=[C:4]([F:14])[CH:3]=1.[OH-].[Na+].O.[BrH:18], predict the reaction product. The product is: [Br:18][C:11]1[S:10][CH:9]=[C:8]([C:5]2[CH:6]=[CH:7][C:2]([Br:1])=[CH:3][C:4]=2[F:14])[N:12]=1.